Dataset: Full USPTO retrosynthesis dataset with 1.9M reactions from patents (1976-2016). Task: Predict the reactants needed to synthesize the given product. (1) Given the product [C:1]([C:83]1[CH:84]=[CH:85][CH:86]=[CH:87][C:82]=1[O:81][C:79]1[CH2:80][N:76]([C@@H:71]([CH2:72][CH:73]2[CH2:74][CH2:34][CH2:33][CH2:32][CH2:75]2)[C:70]([NH:69][C:66]2[CH:67]=[CH:68][N:64]([CH2:63][C:62]([OH:61])([CH3:92])[CH3:41])[N:65]=2)=[O:91])[C:77](=[O:90])[CH:78]=1)([CH3:4])([CH3:3])[CH3:2], predict the reactants needed to synthesize it. The reactants are: [C:1](C1C=CC=CC=1OC1CN([C@@H]([CH2:2][CH:1]2[CH2:4]CCC[CH2:3]2)C(O)=O)C(=O)C=1)([CH3:4])([CH3:3])[CH3:2].Cl.CN(C)[CH2:32][CH2:33][CH2:34]N=C=NCC.[CH:41](N(CC)C(C)C)(C)C.ON1C2C=CC=CC=2N=N1.Cl.[OH:61][C@@H:62]([CH2:92]O)[CH2:63][N:64]1[CH:68]=[CH:67][C:66]([NH:69][C:70](=[O:91])[C@@H:71]([N:76]2[CH2:80][C:79]([O:81][C:82]3[CH:87]=[CH:86][CH:85]=[C:84](Cl)[C:83]=3Cl)=[CH:78][C:77]2=[O:90])[CH2:72][CH:73]([CH3:75])[CH3:74])=[N:65]1. (2) Given the product [CH2:18]([NH:20][C:15]([C:5]1[C:14]2[C:9](=[CH:10][CH:11]=[CH:12][CH:13]=2)[CH:8]=[CH:7][CH:6]=1)=[O:17])[CH3:19], predict the reactants needed to synthesize it. The reactants are: S(Cl)(Cl)=O.[C:5]1([C:15]([OH:17])=O)[C:14]2[C:9](=[CH:10][CH:11]=[CH:12][CH:13]=2)[CH:8]=[CH:7][CH:6]=1.[CH2:18]([NH2:20])[CH3:19].O. (3) Given the product [Br:1][C:2]1[CH:7]=[C:6]2[N:8]([C:18]3[C:23]([F:24])=[CH:22][N:21]=[C:20]([NH2:25])[N:19]=3)[CH2:9][C:10]3([CH2:11][CH2:12][N:13]([CH3:16])[CH2:15]3)[C:5]2=[CH:4][CH:3]=1, predict the reactants needed to synthesize it. The reactants are: [Br:1][C:2]1[CH:7]=[C:6]2[NH:8][CH2:9][C:10]3([CH2:15]C[N:13]([CH3:16])[CH2:12][CH2:11]3)[C:5]2=[CH:4][CH:3]=1.Cl[C:18]1[C:23]([F:24])=[CH:22][N:21]=[C:20]([NH2:25])[N:19]=1.